This data is from Full USPTO retrosynthesis dataset with 1.9M reactions from patents (1976-2016). The task is: Predict the reactants needed to synthesize the given product. Given the product [CH2:1]([O:3][C:4](=[O:18])[C:5]([CH3:7])([O:8][C:9]1[CH:14]=[CH:13][CH:12]=[C:11]([CH2:15][CH2:16][NH:17][C:27](=[O:28])[CH2:26][C:25]2[C:20]([CH3:19])=[N:21][C:22]([C:30]3[CH:35]=[CH:34][C:33]([C:36]([F:37])([F:39])[F:38])=[CH:32][CH:31]=3)=[CH:23][CH:24]=2)[CH:10]=1)[CH3:6])[CH3:2], predict the reactants needed to synthesize it. The reactants are: [CH2:1]([O:3][C:4](=[O:18])[C:5]([O:8][C:9]1[CH:14]=[CH:13][CH:12]=[C:11]([CH2:15][CH2:16][NH2:17])[CH:10]=1)([CH3:7])[CH3:6])[CH3:2].[CH3:19][C:20]1[C:25]([CH2:26][C:27](O)=[O:28])=[CH:24][CH:23]=[C:22]([C:30]2[CH:35]=[CH:34][C:33]([C:36]([F:39])([F:38])[F:37])=[CH:32][CH:31]=2)[N:21]=1.